From a dataset of Forward reaction prediction with 1.9M reactions from USPTO patents (1976-2016). Predict the product of the given reaction. Given the reactants [NH3:1].CO.[Cl:4][C:5]1[C:10]([CH:11]=[O:12])=[C:9](Cl)[N:8]=[CH:7][N:6]=1, predict the reaction product. The product is: [NH2:1][C:9]1[C:10]([CH:11]=[O:12])=[C:5]([Cl:4])[N:6]=[CH:7][N:8]=1.